Task: Predict the product of the given reaction.. Dataset: Forward reaction prediction with 1.9M reactions from USPTO patents (1976-2016) (1) The product is: [CH2:1]([O:8][C:9]1[C:16]([O:17][CH3:18])=[CH:15][C:14]([Cl:26])=[C:11]([CH:10]=1)[CH:12]=[O:13])[C:2]1[CH:3]=[CH:4][CH:5]=[CH:6][CH:7]=1. Given the reactants [CH2:1]([O:8][C:9]1[CH:10]=[C:11]([CH:14]=[CH:15][C:16]=1[O:17][CH3:18])[CH:12]=[O:13])[C:2]1[CH:7]=[CH:6][CH:5]=[CH:4][CH:3]=1.C1C(=O)N([Cl:26])C(=O)C1.O, predict the reaction product. (2) Given the reactants Cl[C:2]1[N:10]=[C:9]2[C:5]([N:6]=[CH:7][NH:8]2)=[C:4]([N:11]2[CH2:16][CH2:15][O:14][CH2:13][C@H:12]2[CH3:17])[N:3]=1.C(N(C(C)C)CC)(C)C.Cl.[CH3:28][C@H:29]1[CH2:34][O:33][CH2:32][CH2:31][NH:30]1, predict the reaction product. The product is: [CH3:28][C@H:29]1[CH2:34][O:33][CH2:32][CH2:31][N:30]1[C:2]1[N:10]=[C:9]2[C:5]([N:6]=[CH:7][NH:8]2)=[C:4]([N:11]2[CH2:16][CH2:15][O:14][CH2:13][C@H:12]2[CH3:17])[N:3]=1. (3) Given the reactants [Br:1][C:2]1[CH:11]=[C:10]2[C:5]([C:6](O)=[CH:7][CH:8]=[N:9]2)=[CH:4][C:3]=1[S:13]([CH3:16])(=[O:15])=[O:14].P(Cl)(Cl)([Cl:19])=O, predict the reaction product. The product is: [Br:1][C:2]1[CH:11]=[C:10]2[C:5]([C:6]([Cl:19])=[CH:7][CH:8]=[N:9]2)=[CH:4][C:3]=1[S:13]([CH3:16])(=[O:15])=[O:14]. (4) Given the reactants Cl[CH2:2][CH2:3][CH2:4][S:5]([C:8]1[CH:13]=[CH:12][C:11]([F:14])=[C:10]([F:15])[C:9]=1[F:16])(=[O:7])=[O:6].C[Si]([N-][Si](C)(C)C)(C)C.[K+], predict the reaction product. The product is: [CH:4]1([S:5]([C:8]2[CH:13]=[CH:12][C:11]([F:14])=[C:10]([F:15])[C:9]=2[F:16])(=[O:7])=[O:6])[CH2:2][CH2:3]1. (5) Given the reactants [Cl:1][C:2]1[N:7]=[C:6]([Cl:8])[N:5]=[C:4]2[NH:9][N:10]=[CH:11][C:3]=12.[O:12]1[CH:17]=[CH:16][CH2:15][CH2:14][CH2:13]1, predict the reaction product. The product is: [Cl:1][C:2]1[N:7]=[C:6]([Cl:8])[N:5]=[C:4]2[N:9]([CH:13]3[CH2:14][CH2:15][CH2:16][CH2:17][O:12]3)[N:10]=[CH:11][C:3]=12. (6) The product is: [C:68]([N:67]1[CH2:66][C:65]2=[CH:64][CH:63]=[C:62]([CH:76]=[CH:75]2)[CH:35]([NH:36][C:37]2[CH:38]=[C:39]3[C:44](=[CH:45][CH:46]=2)[C:43]([N:47]([C:48]([O:50][C:51]([CH3:53])([CH3:54])[CH3:52])=[O:49])[C:55]([O:57][C:58]([CH3:60])([CH3:59])[CH3:61])=[O:56])=[N:42][CH:41]=[CH:40]3)[C:34](=[O:77])[NH:33][CH2:32][C:31]2[CH:30]=[C:29]([CH:80]=[CH:79][CH:78]=2)[NH:28][C:72](=[O:73])[CH2:71]1)(=[O:70])[CH3:69]. Given the reactants F[P-](F)(F)(F)(F)F.N1(O[P+](N(C)C)(N(C)C)N(C)C)C2C=CC=CC=2N=N1.[NH2:28][C:29]1[CH:30]=[C:31]([CH:78]=[CH:79][CH:80]=1)[CH2:32][NH:33][C:34](=[O:77])[CH:35]([C:62]1[CH:76]=[CH:75][C:65]([CH2:66][N:67]([CH2:71][C:72](O)=[O:73])[C:68](=[O:70])[CH3:69])=[CH:64][CH:63]=1)[NH:36][C:37]1[CH:38]=[C:39]2[C:44](=[CH:45][CH:46]=1)[C:43]([N:47]([C:55]([O:57][C:58]([CH3:61])([CH3:60])[CH3:59])=[O:56])[C:48]([O:50][C:51]([CH3:54])([CH3:53])[CH3:52])=[O:49])=[N:42][CH:41]=[CH:40]2, predict the reaction product.